This data is from Reaction yield outcomes from USPTO patents with 853,638 reactions. The task is: Predict the reaction yield, written as a fraction of the theoretical maximum amount of product (1.0 means a 100% yield; for example, 0.34 means a 34% yield). (1) The reactants are [CH3:1][C:2]1[CH:7]=[CH:6][C:5](OS(C(F)(F)F)(=O)=O)=[C:4]([N+:16]([O-:18])=[O:17])[CH:3]=1.[SH:19][C:20]1[CH:28]=[CH:27][C:23]([C:24]([OH:26])=[O:25])=[CH:22][CH:21]=1.O.C(O)(=O)C. The catalyst is C(O)C. The product is [CH3:1][C:2]1[CH:7]=[CH:6][C:5]([S:19][C:20]2[CH:28]=[CH:27][C:23]([C:24]([OH:26])=[O:25])=[CH:22][CH:21]=2)=[C:4]([N+:16]([O-:18])=[O:17])[CH:3]=1. The yield is 0.910. (2) The reactants are [F:1][C:2]1[CH:3]=[C:4]([CH:29]=[C:30]([F:32])[CH:31]=1)[CH2:5][C@H:6]1[C@@H:10]([C@@H:11]2[CH2:20][C:19]3[C:14](=[CH:15][CH:16]=[CH:17][CH:18]=3)[CH2:13][N:12]2C(OC(C)(C)C)=O)[O:9][C:8](=[O:28])[NH:7]1.C(O)(C(F)(F)F)=O. The catalyst is C(Cl)Cl. The product is [F:1][C:2]1[CH:3]=[C:4]([CH:29]=[C:30]([F:32])[CH:31]=1)[CH2:5][C@H:6]1[C@@H:10]([C@@H:11]2[CH2:20][C:19]3[C:14](=[CH:15][CH:16]=[CH:17][CH:18]=3)[CH2:13][NH:12]2)[O:9][C:8](=[O:28])[NH:7]1. The yield is 0.810. (3) The reactants are [Cl:1][C:2]1[N:3]=[C:4](Cl)[C:5]2[CH2:10][CH2:9][CH:8]([C:11]3[CH:16]=[CH:15][C:14]([F:17])=[CH:13][CH:12]=3)[C:6]=2[N:7]=1.[F:19][C:20]([F:28])([F:27])[C:21]1([OH:26])[CH2:25][CH2:24][NH:23][CH2:22]1. No catalyst specified. The product is [Cl:1][C:2]1[N:3]=[C:4]([N:23]2[CH2:24][CH2:25][C:21]([C:20]([F:28])([F:27])[F:19])([OH:26])[CH2:22]2)[C:5]2[CH2:10][CH2:9][CH:8]([C:11]3[CH:16]=[CH:15][C:14]([F:17])=[CH:13][CH:12]=3)[C:6]=2[N:7]=1. The yield is 0.620. (4) The reactants are [CH:1]1([NH:7][CH2:8][C:9]([F:16])([F:15])[C:10]([O:12]CC)=O)[CH2:6][CH2:5][CH2:4][CH2:3][CH2:2]1.[C:17]([O-:20])([O-])=[O:18].[K+].[K+].[Cl:23][C:24]1[N:29]=[C:28](Cl)[C:27]([N+:31]([O-:33])=[O:32])=[CH:26][N:25]=1.[CH3:34][C:35](C)=O. No catalyst specified. The product is [Cl:23][C:24]1[N:29]=[C:28]([N:7]([CH:1]2[CH2:2][CH2:3][CH2:4][CH2:5][CH2:6]2)[CH2:8][C:9]([F:15])([F:16])[C:10](=[O:12])[C:17]([O:20][CH2:34][CH3:35])=[O:18])[C:27]([N+:31]([O-:33])=[O:32])=[CH:26][N:25]=1. The yield is 0.600.